This data is from Full USPTO retrosynthesis dataset with 1.9M reactions from patents (1976-2016). The task is: Predict the reactants needed to synthesize the given product. (1) Given the product [CH:1]1([O:4][C:5]2[CH:14]=[CH:13][C:8]([C:9]([OH:11])=[O:10])=[CH:7][C:6]=2[S:15]([N:18]2[CH2:24][CH:23]([OH:25])[CH2:22][O:21][CH2:20][CH2:19]2)(=[O:16])=[O:17])[CH2:3][CH2:2]1, predict the reactants needed to synthesize it. The reactants are: [CH:1]1([O:4][C:5]2[CH:14]=[CH:13][C:8]([C:9]([O:11]C)=[O:10])=[CH:7][C:6]=2[S:15]([N:18]2[CH2:24][CH:23]([OH:25])[CH2:22][O:21][CH2:20][CH2:19]2)(=[O:17])=[O:16])[CH2:3][CH2:2]1.Cl. (2) Given the product [CH2:1]([O:3][C@H:4]1[CH2:8][N:7]([C:30]2[N:35]=[CH:34][CH:33]=[CH:32][N:31]=2)[CH2:6][C@H:5]1[NH:9][C:10]1[C:15]([CH2:16][CH3:17])=[N:14][C:13]([C:18]2[C:19]([CH3:26])=[N:20][C:21]([O:24][CH3:25])=[CH:22][CH:23]=2)=[C:12]([CH2:27][CH3:28])[N:11]=1)[CH3:2], predict the reactants needed to synthesize it. The reactants are: [CH2:1]([O:3][C@H:4]1[CH2:8][NH:7][CH2:6][C@H:5]1[NH:9][C:10]1[C:15]([CH2:16][CH3:17])=[N:14][C:13]([C:18]2[C:19]([CH3:26])=[N:20][C:21]([O:24][CH3:25])=[CH:22][CH:23]=2)=[C:12]([CH2:27][CH3:28])[N:11]=1)[CH3:2].Br[C:30]1[N:35]=[CH:34][CH:33]=[CH:32][N:31]=1.[Cl-].C(C1C=CC=C(C(C)C)C=1[N+]1C=CN(C2C(C(C)C)=CC=CC=2C(C)C)C=1)(C)C.CC(C)([O-])C.[K+].C(=O)(O)[O-].[Na+]. (3) Given the product [CH2:1]([O:3][C:4]([C:6]1([C:27]([O:29][CH2:30][CH3:31])=[O:28])[CH2:10][CH2:9][C:8](=[O:11])[N:7]1[C:12]1[CH:13]=[N:14][C:15]([O:18][C:19]2[CH:24]=[CH:23][C:22]([CH2:25][N:32]3[CH:36]=[CH:35][CH:34]=[N:33]3)=[CH:21][CH:20]=2)=[CH:16][CH:17]=1)=[O:5])[CH3:2], predict the reactants needed to synthesize it. The reactants are: [CH2:1]([O:3][C:4]([C:6]1([C:27]([O:29][CH2:30][CH3:31])=[O:28])[CH2:10][CH2:9][C:8](=[O:11])[N:7]1[C:12]1[CH:13]=[N:14][C:15]([O:18][C:19]2[CH:24]=[CH:23][C:22]([CH2:25]Br)=[CH:21][CH:20]=2)=[CH:16][CH:17]=1)=[O:5])[CH3:2].[NH:32]1[CH:36]=[CH:35][CH:34]=[N:33]1.C(=O)([O-])[O-].[K+].[K+]. (4) The reactants are: [N:1]1[CH:6]=[CH:5][CH:4]=[C:3]([CH2:7][NH:8][C:9]([C:11]2[S:15][C:14]([C:16]3[NH:17][N:18]=[CH:19][CH:20]=3)=[N:13][C:12]=2[CH3:21])=[O:10])[CH:2]=1.Br[CH2:23][C:24]1[CH:25]=[C:26]([CH:29]=[CH:30][CH:31]=1)[C:27]#[N:28]. Given the product [N:1]1[CH:6]=[CH:5][CH:4]=[C:3]([CH2:7][NH:8][C:9]([C:11]2[S:15][C:14]([C:16]3[CH:20]=[CH:19][N:18]([CH2:23][C:24]4[CH:31]=[CH:30][CH:29]=[C:26]([C:27]#[N:28])[CH:25]=4)[N:17]=3)=[N:13][C:12]=2[CH3:21])=[O:10])[CH:2]=1, predict the reactants needed to synthesize it. (5) Given the product [ClH:31].[CH3:1][O:2][C:3]1[CH:4]=[C:5]2[C:10](=[CH:11][C:12]=1[O:13][CH3:14])[N:9]=[CH:8][CH:7]=[C:6]2[O:15][C:16]1[CH:22]=[CH:21][C:19]([NH:20][C:35]([NH:43][C:44]2[S:45][CH:46]=[C:47]([CH3:49])[N:48]=2)=[O:41])=[C:18]([F:23])[CH:17]=1, predict the reactants needed to synthesize it. The reactants are: [CH3:1][O:2][C:3]1[CH:4]=[C:5]2[C:10](=[CH:11][C:12]=1[O:13][CH3:14])[N:9]=[CH:8][CH:7]=[C:6]2[O:15][C:16]1[CH:22]=[CH:21][C:19]([NH2:20])=[C:18]([F:23])[CH:17]=1.C(N(CC)CC)C.[Cl:31]C(Cl)(O[C:35](=[O:41])OC(Cl)(Cl)Cl)Cl.[NH2:43][C:44]1[S:45][CH:46]=[C:47]([CH3:49])[N:48]=1. (6) Given the product [C:1]12([NH:11][C:12](=[O:13])[NH:14][C:15]3[CH:20]=[CH:19][C:18]([S:21]([NH2:24])(=[O:22])=[O:23])=[CH:17][CH:16]=3)[CH2:10][CH:5]3[CH2:6][CH:7]([CH2:9][CH:3]([CH2:4]3)[CH2:2]1)[CH2:8]2, predict the reactants needed to synthesize it. The reactants are: [C:1]12([N:11]=[C:12]=[O:13])[CH2:10][CH:5]3[CH2:6][CH:7]([CH2:9][CH:3]([CH2:4]3)[CH2:2]1)[CH2:8]2.[NH2:14][C:15]1[CH:20]=[CH:19][C:18]([S:21]([NH2:24])(=[O:23])=[O:22])=[CH:17][CH:16]=1. (7) Given the product [Cl:36][C:33]1[S:32][C:31]([C:28]2[CH:27]=[CH:26][C:25]([CH2:24][N:21]3[CH2:22][CH2:23][N:18]([CH2:17][C:9]4[NH:8][C:16]5[CH:15]=[CH:14][N:13]=[CH:12][C:11]=5[CH:10]=4)[C:19](=[O:37])[CH2:20]3)=[CH:30][CH:29]=2)=[CH:35][CH:34]=1, predict the reactants needed to synthesize it. The reactants are: C(OC([N:8]1[C:16]2[CH:15]=[CH:14][N:13]=[CH:12][C:11]=2[CH:10]=[C:9]1[CH2:17][N:18]1[CH2:23][CH2:22][N:21]([CH2:24][C:25]2[CH:30]=[CH:29][C:28]([C:31]3[S:32][C:33]([Cl:36])=[CH:34][CH:35]=3)=[CH:27][CH:26]=2)[CH2:20][C:19]1=[O:37])=O)(C)(C)C.